Dataset: Full USPTO retrosynthesis dataset with 1.9M reactions from patents (1976-2016). Task: Predict the reactants needed to synthesize the given product. (1) Given the product [CH3:1][C:2]1[CH2:7][CH2:6][CH2:5][C:4]([CH3:9])([CH3:8])[C:3]=1[CH2:10][CH2:11][C:12]1[CH:13]=[CH:15][N:21]=[CH:19][N:20]=1, predict the reactants needed to synthesize it. The reactants are: [CH3:1][C:2]1[CH2:7][CH2:6][CH2:5][C:4]([CH3:9])([CH3:8])[C:3]=1[CH2:10][CH2:11][C:12](=O)[CH3:13].[C:15](O)(=O)C.[CH:19]([NH2:21])=[NH:20]. (2) Given the product [Br:1][C:2]1[CH:10]=[CH:9][C:5]([C:6]([O:8][C:15]([CH3:18])([CH3:17])[CH3:16])=[O:7])=[C:4]([CH3:11])[CH:3]=1, predict the reactants needed to synthesize it. The reactants are: [Br:1][C:2]1[CH:10]=[CH:9][C:5]([C:6]([OH:8])=[O:7])=[C:4]([CH3:11])[CH:3]=1.C(OC(O[C:15]([CH3:18])([CH3:17])[CH3:16])=O)(O[C:15]([CH3:18])([CH3:17])[CH3:16])=O. (3) Given the product [CH3:1][C:2]1[CH:7]=[CH:6][C:5]([N+:8]([O-:10])=[O:9])=[CH:4][C:3]=1[NH:11][C:12]1[N:17]=[C:16]([C:18]2[CH:19]=[N:20][CH:21]=[CH:22][CH:23]=2)[C:15]([C:24]([OH:26])=[O:25])=[CH:14][N:13]=1, predict the reactants needed to synthesize it. The reactants are: [CH3:1][C:2]1[CH:7]=[CH:6][C:5]([N+:8]([O-:10])=[O:9])=[CH:4][C:3]=1[NH:11][C:12]1[N:17]=[C:16]([C:18]2[CH:19]=[N:20][CH:21]=[CH:22][CH:23]=2)[C:15]([C:24]([O:26]CC)=[O:25])=[CH:14][N:13]=1.C(=O)([O-])[O-].[Na+].[Na+].O. (4) Given the product [OH:1][C:2]1[C:7]([C:8]([O:10][CH2:11][CH3:12])=[O:9])=[CH:6][N:5]=[C:4]2[S:13][C:14]([CH2:18][N:19]3[CH2:24][CH2:23][O:22][CH2:21][CH2:20]3)=[C:15]([CH3:16])[C:3]=12, predict the reactants needed to synthesize it. The reactants are: [OH:1][C:2]1[C:7]([C:8]([O:10][CH2:11][CH3:12])=[O:9])=[CH:6][N:5]=[C:4]2[S:13][CH:14]=[C:15]([CH3:16])[C:3]=12.[Cl-].[CH2:18]=[N+:19]1[CH2:24][CH2:23][O:22][CH2:21][CH2:20]1.O.C(=O)(O)[O-].[Na+]. (5) The reactants are: [Cl:1][C:2]1[S:6][C:5]([C:7]2[N:12]=[C:11]([NH:13][C:14]3[CH:19]=[CH:18][C:17]([CH2:20][C:21]#[N:22])=[CH:16][CH:15]=3)[C:10]([CH2:23][CH3:24])=[C:9]([CH3:25])[N:8]=2)=[CH:4][CH:3]=1.[N:26]([Si](C)(C)C)=[N+:27]=[N-:28].O.O.O.[F-].C([N+](CCCC)(CCCC)CCCC)CCC.[ClH:54]. Given the product [Cl:1][C:2]1[S:6][C:5]([C:7]2[N:12]=[C:11]([NH:13][C:14]3[CH:19]=[CH:18][C:17]([CH2:20][C:21]4[NH:28][N:27]=[N:26][N:22]=4)=[CH:16][CH:15]=3)[C:10]([CH2:23][CH3:24])=[C:9]([CH3:25])[N:8]=2)=[CH:4][CH:3]=1.[ClH:54], predict the reactants needed to synthesize it.